Dataset: Experimentally validated miRNA-target interactions with 360,000+ pairs, plus equal number of negative samples. Task: Binary Classification. Given a miRNA mature sequence and a target amino acid sequence, predict their likelihood of interaction. (1) The miRNA is hsa-miR-891a-5p with sequence UGCAACGAACCUGAGCCACUGA. The protein sequence of the target gene is MCDIEEATNQLLDVNLHENQKSVQVTESDLGSESELLVTIGATVPTGFEQTAADEVREKLGSSCKISRDRGKIYFVISVESLAQVHCLRSVDNLFVVVQEFQDYQFKQTKEEVLKDFEDLAGKLPWSNPLKVWKINASFKKKKAKRKKINQNSSKEKINNGQEVKIDQRNVKKEFTSHALDSHILDYYENPAIKEDVSTLIGDDLASCKDETDESSKEETEPQVLKFRVTCNRAGEKHCFTSNEAARDFGGAVQDYFKWKADMTNFDVEVLLNIHDNEVIVGIALTEESLHRRNITHFGP.... Result: 0 (no interaction). (2) The miRNA is mmu-miR-7220-5p with sequence GGUGAGCUCUUGGUACCUUGGC. The protein sequence of the target gene is MATERSRSAMDSPVPASMFAPEPSSPGAARAAAAAARLHGGFDSDCSEDGEALNGEPELDLTSKLVLVSPTSEQYDSLLRQMWERMDEGCGETIYVIGQGSDGTEYGLSEADMEASYATVKSMAEQIEADVILLRERQEAGGRVRDYLVRKRVGDNDFLEVRVAVVGNVDAGKSTLLGVLTHGELDNGRGFARQKLFRHKHEIESGRTSSVGNDILGFDSEGNVVNKPDSHGGSLEWTKICEKSTKVITFIDLAGHEKYLKTTVFGMTGHLPDFCMLMVGSNAGIVGMTKEHLGLALALN.... Result: 0 (no interaction). (3) The miRNA is hsa-miR-30d-5p with sequence UGUAAACAUCCCCGACUGGAAG. The protein sequence of the target gene is MANEEDDPVVQEIDVYLAKSLAEKLYLFQYPVRPASMTYDDIPHLSAKIKPKQQKVELEMAIDTLNPNYCRSKGEQIALNVDGACADETSTYSSKLMDKQTFCSSQTTSNTSRYAAALYRQGELHLTPLHGILQLRPSFSYLDKADAKHREREAANEAGDSSQDEAEDDVKQITVRFSRPESEQARQRRVQSYEFLQKKHAEEPWVHLHYYGLRDSRSEHERQYLLCPGSSGVENTELVKSPSEYLMMLMPPSQEEEKDKPVAPSNVLSMAQLRTLPLADQIKILMKNVKVMPFANLMSL.... Result: 1 (interaction). (4) The miRNA is mmu-miR-3473b with sequence GGGCUGGAGAGAUGGCUCAG. The protein sequence of the target gene is MLRLPTVLRQMRPVSRALAPHLTRAYAKDVKFGADARALMLQGVDLLADAVAVTMGPKGRTVIIEQSWGSPKVTKDGVTVAKSIDLKDKYKNIGAKLVQDVANNTNEEAGDGTTTATVLARSIAKEGFEKISKGANPVEIRRGVMLAVDAVIAELKKQSKPVTTPEEIAQVATISANGDKDIGNIISDAMKKVGRKGVITVKDGKTLNDELEIIEGMKFDRGYISPYFINTSKGQKCEFQDAYVLLSEKKISSVQSIVPALEIANAHRKPLVIIAEDVDGEALSTLVLNRLKVGLQVVAV.... Result: 0 (no interaction). (5) The miRNA is hsa-miR-340-5p with sequence UUAUAAAGCAAUGAGACUGAUU. The protein sequence of the target gene is MLQSLAGSSCVRLVERHRSAWCFGFLVLGYLLYLVFGAVVFSSVELPYEDLLRQELRKLKRRFLEEHECLSEQQLEQFLGRVLEASNYGVSVLSNASGNWNWDFTSALFFASTVLSTTGYGHTVPLSDGGKAFCIIYSVIGIPFTLLFLTAVVQRITVHVTRRPVLYFHIRWGFSKQVVAIVHAVLLGFVTVSCFFFIPAAVFSVLEDDWNFLESFYFCFISLSTIGLGDYVPGEGYNQKFRELYKIGITCYLLLGLIAMLVVLETFCELHELKKFRKMFYVKKDKDEDQVHIIEHDQLS.... Result: 1 (interaction).